This data is from Forward reaction prediction with 1.9M reactions from USPTO patents (1976-2016). The task is: Predict the product of the given reaction. Given the reactants O[CH2:2][CH:3]([CH2:5][OH:6])[OH:4].[OH2:7], predict the reaction product. The product is: [CH3:2][CH:3]([O:4][C:3]([CH2:5][OH:6])=[O:4])[C:5]([OH:6])=[O:7].